Dataset: Full USPTO retrosynthesis dataset with 1.9M reactions from patents (1976-2016). Task: Predict the reactants needed to synthesize the given product. (1) Given the product [CH2:1]([C:12]1[CH:19]=[CH:18][C:15]([C:16]#[N:17])=[CH:14][CH:13]=1)[CH2:2][CH2:3][CH2:4][CH2:5][CH2:6][CH2:7][CH2:8][CH2:9][CH3:10], predict the reactants needed to synthesize it. The reactants are: [CH2:1]=[CH:2][CH2:3][CH2:4][CH2:5][CH2:6][CH2:7][CH2:8][CH2:9][CH3:10].Br[C:12]1[CH:19]=[CH:18][C:15]([C:16]#[N:17])=[CH:14][CH:13]=1. (2) Given the product [O:11]=[C:6]1[C:3]2[CH:4]=[CH:5][O:1][C:2]=2[CH2:10][CH2:9][CH2:8][CH:7]1[C:16]([O:15][CH3:14])=[O:17], predict the reactants needed to synthesize it. The reactants are: [O:1]1[CH:5]=[CH:4][C:3]2[C:6](=[O:11])[CH2:7][CH2:8][CH2:9][CH2:10][C:2]1=2.[H-].[Na+].[CH3:14][O:15][C:16](=O)[O:17]C. (3) The reactants are: [CH:1]1([C:6](=O)[CH2:7][C:8]2[CH:13]=[CH:12][CH:11]=[CH:10][CH:9]=2)[CH2:5][CH2:4][CH2:3][CH2:2]1.[CH2:15]([O:17][C:18]1[CH:19]=[C:20]([CH:23]=[C:24]([N+:27]([O-:29])=[O:28])[C:25]=1[OH:26])[CH:21]=O)[CH3:16].[NH2:30][C:31]([NH2:33])=[O:32].Cl. Given the product [CH:1]1([C:6]2[NH:33][C:31](=[O:32])[NH:30][CH:21]([C:20]3[CH:23]=[C:24]([N+:27]([O-:29])=[O:28])[C:25]([OH:26])=[C:18]([O:17][CH2:15][CH3:16])[CH:19]=3)[C:7]=2[C:8]2[CH:13]=[CH:12][CH:11]=[CH:10][CH:9]=2)[CH2:5][CH2:4][CH2:3][CH2:2]1, predict the reactants needed to synthesize it.